Task: Predict the reaction yield, written as a fraction of the theoretical maximum amount of product (1.0 means a 100% yield; for example, 0.34 means a 34% yield).. Dataset: Reaction yield outcomes from USPTO patents with 853,638 reactions (1) The reactants are [Cl:1][C:2]1[C:3]([N+:10]([O-])=O)=[CH:4][C:5]([F:9])=[C:6]([O-:8])[CH:7]=1.[K+].[NH4+].[Cl-]. The catalyst is CCO.O.CO.C(OCC)(=O)C.[Fe]. The yield is 0.853. The product is [NH2:10][C:3]1[C:2]([Cl:1])=[CH:7][C:6]([OH:8])=[C:5]([F:9])[CH:4]=1. (2) The reactants are [CH2:1]1[NH:6][CH2:5][CH2:4][N:3]2[C@@H:7]([CH2:10][OH:11])[CH2:8][CH2:9][C@@H:2]12.Cl[C:13]1[C:14]([C:19]#[N:20])=[N:15][CH:16]=[CH:17][N:18]=1.CCN(CC)CC. The catalyst is C1COCC1. The product is [OH:11][CH2:10][C@@H:7]1[N:3]2[CH2:4][CH2:5][N:6]([C:13]3[C:14]([C:19]#[N:20])=[N:15][CH:16]=[CH:17][N:18]=3)[CH2:1][C@@H:2]2[CH2:9][CH2:8]1. The yield is 0.770.